From a dataset of Full USPTO retrosynthesis dataset with 1.9M reactions from patents (1976-2016). Predict the reactants needed to synthesize the given product. (1) Given the product [CH:10]1([NH:16][C:17]([C:19]2[C:24]([OH:25])=[C:23]([C:2]([NH:3][CH2:4][C:5]([OH:7])=[O:6])=[O:1])[C:22](=[O:26])[N:21]([CH2:27][CH:28]3[CH2:29][CH2:30][CH2:31][CH2:32][CH2:33]3)[CH:20]=2)=[O:18])[CH2:11][CH2:12][CH2:13][CH2:14][CH2:15]1, predict the reactants needed to synthesize it. The reactants are: [O:1]=[C:2]=[N:3][CH2:4][C:5]([O:7]CC)=[O:6].[CH:10]1([NH:16][C:17]([C:19]2[C:24]([OH:25])=[CH:23][C:22](=[O:26])[N:21]([CH2:27][CH:28]3[CH2:33][CH2:32][CH2:31][CH2:30][CH2:29]3)[CH:20]=2)=[O:18])[CH2:15][CH2:14][CH2:13][CH2:12][CH2:11]1.C(N(C(C)C)CC)(C)C. (2) The reactants are: [Cl:1][C:2]1[CH:10]=[CH:9][C:5]([C:6]([OH:8])=O)=[C:4]([SH:11])[CH:3]=1.[C:12]([C:14]1[CH:19]=[CH:18][CH:17]=[CH:16][N:15]=1)#[N:13]. Given the product [Cl:1][C:2]1[CH:10]=[CH:9][C:5]2[C:6](=[O:8])[N:13]=[C:12]([C:14]3[CH:19]=[CH:18][CH:17]=[CH:16][N:15]=3)[S:11][C:4]=2[CH:3]=1, predict the reactants needed to synthesize it. (3) Given the product [Cl:1][C:2]1[CH:10]=[C:9]([Cl:11])[CH:8]=[CH:7][C:3]=1[C:4]([NH:21][CH2:20][CH:19]([N:16]1[CH2:15][CH2:14][CH:13]([Cl:12])[CH2:18][CH2:17]1)[C:22]1[CH:23]=[N:24][C:25]([CH3:28])=[N:26][CH:27]=1)=[O:6], predict the reactants needed to synthesize it. The reactants are: [Cl:1][C:2]1[CH:10]=[C:9]([Cl:11])[CH:8]=[CH:7][C:3]=1[C:4]([OH:6])=O.[Cl:12][CH:13]1[CH2:18][CH2:17][N:16]([CH:19]([C:22]2[CH:23]=[N:24][C:25]([CH3:28])=[N:26][CH:27]=2)[CH2:20][NH2:21])[CH2:15][CH2:14]1. (4) Given the product [Cl:12][C:9]1[CH:10]=[CH:11][C:6]([O:5][CH2:4][CH2:3][CH2:2][N:31]2[CH2:32][CH2:33][C:28]([CH2:27][C:26]3[CH:25]=[CH:24][C:23]([Cl:22])=[CH:38][CH:37]=3)([OH:36])[C:29]([CH3:35])([CH3:34])[CH2:30]2)=[C:7]([N+:13]([O-:15])=[O:14])[CH:8]=1, predict the reactants needed to synthesize it. The reactants are: Br[CH2:2][CH2:3][CH2:4][O:5][C:6]1[CH:11]=[CH:10][C:9]([Cl:12])=[CH:8][C:7]=1[N+:13]([O-:15])=[O:14].C([O-])([O-])=O.[K+].[K+].[Cl:22][C:23]1[CH:38]=[CH:37][C:26]([CH2:27][C:28]2([OH:36])[CH2:33][CH2:32][NH:31][CH2:30][C:29]2([CH3:35])[CH3:34])=[CH:25][CH:24]=1.